The task is: Predict the product of the given reaction.. This data is from Forward reaction prediction with 1.9M reactions from USPTO patents (1976-2016). (1) Given the reactants [CH3:1][C:2]1[C:6]([C:7]2[CH:8]=[C:9]3[C:13](=[C:14]([O:16][CH3:17])[CH:15]=2)[NH:12][C:11](=[O:18])[C:10]23OCC[O:19]2)=[C:5]([CH3:23])[O:4][N:3]=1.C(O)(=O)C.Cl, predict the reaction product. The product is: [CH3:1][C:2]1[C:6]([C:7]2[CH:8]=[C:9]3[C:13](=[C:14]([O:16][CH3:17])[CH:15]=2)[NH:12][C:11](=[O:18])[C:10]3=[O:19])=[C:5]([CH3:23])[O:4][N:3]=1. (2) Given the reactants [Br:1][C:2]1[CH:12]=[CH:11][C:5]([O:6][CH2:7][C:8]([NH2:10])=[O:9])=[C:4]([C:13]#[N:14])[CH:3]=1.[NH:15]1[CH2:20][CH2:19]C[CH2:17][CH2:16]1.[CH3:21][O:22]CCN, predict the reaction product. The product is: [Br:1][C:2]1[CH:12]=[CH:11][C:5]2[O:6][C:7]3[C:8](=[O:9])[NH:10][C:17]([CH2:16][NH:15][CH2:20][CH2:19][O:22][CH3:21])=[N:14][C:13]=3[C:4]=2[CH:3]=1. (3) The product is: [Cl:17][C:18]1[CH:23]=[CH:22][CH:21]=[C:20]([Cl:24])[C:19]=1[NH:25][C:26](=[O:27])[NH:1][C:2]1[CH:7]=[CH:6][C:5]([CH2:8][C:9]([O:11][C:12]([CH3:13])([CH3:15])[CH3:14])=[O:10])=[CH:4][C:3]=1[CH3:16]. Given the reactants [NH2:1][C:2]1[CH:7]=[CH:6][C:5]([CH2:8][C:9]([O:11][C:12]([CH3:15])([CH3:14])[CH3:13])=[O:10])=[CH:4][C:3]=1[CH3:16].[Cl:17][C:18]1[CH:23]=[CH:22][CH:21]=[C:20]([Cl:24])[C:19]=1[N:25]=[C:26]=[O:27].CCN(CC)CC, predict the reaction product. (4) Given the reactants [C:1]([C:3]1[CH:4]=[CH:5][C:6]([C:9]2[N:13]([C:14]3[CH:15]=[N:16][CH:17]=[CH:18][CH:19]=3)[N:12]=[C:11]([C:20]([OH:22])=O)[CH:10]=2)=[N:7][CH:8]=1)#[N:2].[CH2:23]([NH2:28])[C:24]([CH3:27])([CH3:26])[CH3:25], predict the reaction product. The product is: [CH3:25][C:24]([CH3:27])([CH3:26])[CH2:23][NH:28][C:20]([C:11]1[CH:10]=[C:9]([C:6]2[CH:5]=[CH:4][C:3]([C:1]#[N:2])=[CH:8][N:7]=2)[N:13]([C:14]2[CH:15]=[N:16][CH:17]=[CH:18][CH:19]=2)[N:12]=1)=[O:22]. (5) Given the reactants Cl[C:2]1[NH:3][C:4](=[O:13])[C:5]2[C:10]([CH:11]=1)=[C:9]([CH3:12])[CH:8]=[CH:7][CH:6]=2.[CH3:14][N:15]([CH3:22])[N:16]1[CH2:21][CH2:20][NH:19][CH2:18][CH2:17]1, predict the reaction product. The product is: [CH3:14][N:15]([CH3:22])[N:16]1[CH2:21][CH2:20][N:19]([C:2]2[NH:3][C:4](=[O:13])[C:5]3[C:10]([CH:11]=2)=[C:9]([CH3:12])[CH:8]=[CH:7][CH:6]=3)[CH2:18][CH2:17]1. (6) Given the reactants [I:1][C:2]1[N:6]2[N:7]=[C:8]([C:11]3[CH:19]=[CH:18][C:14]([C:15]([OH:17])=O)=[CH:13][CH:12]=3)[CH:9]=[CH:10][C:5]2=[N:4][CH:3]=1.CN1CCOCC1.CN(C(ON1N=NC2C=CC=NC1=2)=[N+](C)C)C.F[P-](F)(F)(F)(F)F.[CH3:51][N:52]1[CH2:57][CH2:56][NH:55][CH2:54][CH2:53]1, predict the reaction product. The product is: [I:1][C:2]1[N:6]2[N:7]=[C:8]([C:11]3[CH:12]=[CH:13][C:14]([C:15]([N:55]4[CH2:56][CH2:57][N:52]([CH3:51])[CH2:53][CH2:54]4)=[O:17])=[CH:18][CH:19]=3)[CH:9]=[CH:10][C:5]2=[N:4][CH:3]=1. (7) Given the reactants Cl.[Cl:2][C:3]1[CH:8]=[CH:7][CH:6]=[C:5]([Cl:9])[C:4]=1[NH:10][NH2:11].CN([CH:15]=[C:16]1[C:22]2[CH:23]=[N:24][CH:25]=[CH:26][C:21]=2[NH:20][C:19]2[N:27]=[CH:28][CH:29]=[CH:30][C:18]=2[C:17]1=O)C, predict the reaction product. The product is: [Cl:2][C:3]1[CH:8]=[CH:7][CH:6]=[C:5]([Cl:9])[C:4]=1[N:10]1[CH:15]=[C:16]2[C:17]([C:18]3[CH:30]=[CH:29][CH:28]=[N:27][C:19]=3[NH:20][C:21]3[CH:26]=[CH:25][N:24]=[CH:23][C:22]=32)=[N:11]1. (8) The product is: [ClH:1].[Cl:1][CH2:9][C:7]1[N:8]=[C:4]([NH2:3])[S:5][CH:6]=1. Given the reactants [ClH:1].Cl.[NH2:3][C:4]1[S:5][CH:6]=[C:7]([CH2:9]NCCO)[N:8]=1.C(N)CO, predict the reaction product. (9) Given the reactants [Cl:1][C:2]1[CH:7]=[CH:6][C:5]([CH:8]([CH:11]([OH:13])[CH3:12])[C:9]#[N:10])=[CH:4][CH:3]=1.[CH3:14][C:15](C)=[O:16], predict the reaction product. The product is: [C:15]([O:13][CH:11]([CH3:12])[CH:8]([C:5]1[CH:4]=[CH:3][C:2]([Cl:1])=[CH:7][CH:6]=1)[C:9]#[N:10])(=[O:16])[CH3:14]. (10) Given the reactants F[C:2]1[C:7]([CH3:8])=[C:6]([I:9])[CH:5]=[CH:4][N:3]=1.Cl.[O:11]1CCOCC1.O, predict the reaction product. The product is: [I:9][C:6]1[CH:5]=[CH:4][NH:3][C:2](=[O:11])[C:7]=1[CH3:8].